From a dataset of Forward reaction prediction with 1.9M reactions from USPTO patents (1976-2016). Predict the product of the given reaction. (1) Given the reactants CC(C)([O-])C.[K+].[F:7][C@H:8]1[C@@H:13]([O:14][C:15]2[CH:22]=[CH:21][C:20]([C:23]3[N:28]=[C:27]([NH:29][C:30]4[CH:35]=[CH:34][C:33]([N:36]5[CH2:41][CH2:40][N:39]([CH:42]6[CH2:45][O:44][CH2:43]6)[CH2:38][CH2:37]5)=[CH:32][CH:31]=4)[N:26]=[CH:25][N:24]=3)=[CH:19][C:16]=2[C:17]#[N:18])[CH2:12][CH2:11][O:10][CH2:9]1.F[C@H]1[C@@H](O)CCOC1.FC1C=CC(C2N=C(NC3C=CC(N4CCN(C5COC5)CC4)=CC=3)N=CN=2)=CC=1C#N, predict the reaction product. The product is: [F:7][C@H:8]1[C@@H:13]([O:14][C:15]2[CH:22]=[CH:21][C:20]([C:23]3[N:28]=[C:27]([NH:29][C:30]4[CH:35]=[CH:34][C:33]([N:36]5[CH2:37][CH2:38][N:39]([CH:42]6[CH2:45][O:44][CH2:43]6)[CH2:40][CH2:41]5)=[CH:32][CH:31]=4)[N:26]=[CH:25][N:24]=3)=[CH:19][C:16]=2[C:17]#[N:18])[CH2:12][CH2:11][O:10][CH2:9]1. (2) Given the reactants [H-].[Na+].[C:3]([C:7]1[CH:8]=[C:9]2[C:14](=[C:15]([F:17])[CH:16]=1)[C:13](=[O:18])[NH:12][N:11]=[CH:10]2)([CH3:6])([CH3:5])[CH3:4].[Br:19][C:20]1[CH:25]=[C:24]([F:26])[C:23]([CH2:27]Br)=[CH:22][C:21]=1[CH2:29][OH:30].O, predict the reaction product. The product is: [Br:19][C:20]1[C:21]([CH2:29][OH:30])=[CH:22][C:23]([CH2:27][N:12]2[N:11]=[CH:10][C:9]3[C:14](=[C:15]([F:17])[CH:16]=[C:7]([C:3]([CH3:6])([CH3:4])[CH3:5])[CH:8]=3)[C:13]2=[O:18])=[C:24]([F:26])[CH:25]=1. (3) Given the reactants [Br:1][C:2]1[CH:3]=[CH:4][C:5]2[NH:6][C:7]3[C:12]([C:13]=2[CH:14]=1)=[CH:11][C:10]([Br:15])=[CH:9][CH:8]=3.[H-].[Na+].[Br:18][C:19]1[CH:20]=[CH:21][C:22]2[N:23]([CH2:33][CH:34]3[CH2:36][O:35]3)[C:24]3[C:29]([C:30]=2[CH:31]=1)=[CH:28][C:27]([Br:32])=[CH:26][CH:25]=3, predict the reaction product. The product is: [Br:15][C:10]1[CH:9]=[CH:8][C:7]2[N:6]([CH2:36][CH:34]([OH:35])[CH2:33][N:23]3[C:24]4[CH:25]=[CH:26][C:27]([Br:32])=[CH:28][C:29]=4[C:30]4[C:22]3=[CH:21][CH:20]=[C:19]([Br:18])[CH:31]=4)[C:5]3[C:13]([C:12]=2[CH:11]=1)=[CH:14][C:2]([Br:1])=[CH:3][CH:4]=3. (4) Given the reactants Cl[CH2:2][C:3]([NH:5][C:6]1[CH:7]=[C:8]([NH:14][C:15]([C:17]2[CH:22]=[CH:21][C:20]([C:23]3[CH:28]=[CH:27][CH:26]=[CH:25][CH:24]=3)=[CH:19][CH:18]=2)=[O:16])[CH:9]=[CH:10][C:11]=1[O:12][CH3:13])=[O:4].[NH:29]1[CH2:34][CH2:33][O:32][CH2:31][CH2:30]1.C(N(CC)CC)C.[I-].[K+], predict the reaction product. The product is: [CH3:13][O:12][C:11]1[CH:10]=[CH:9][C:8]([NH:14][C:15]([C:17]2[CH:22]=[CH:21][C:20]([C:23]3[CH:28]=[CH:27][CH:26]=[CH:25][CH:24]=3)=[CH:19][CH:18]=2)=[O:16])=[CH:7][C:6]=1[NH:5][C:3](=[O:4])[CH2:2][N:29]1[CH2:34][CH2:33][O:32][CH2:31][CH2:30]1. (5) Given the reactants [N:1]1([C:6]2[N:11]=[CH:10][C:9]([C@@H:12]([O:15][CH3:16])[CH2:13][OH:14])=[N:8][CH:7]=2)[CH:5]=[N:4][N:3]=[N:2]1.CC(OI1(OC(C)=O)(OC(C)=O)OC(=O)C2C1=CC=CC=2)=O, predict the reaction product. The product is: [N:1]1([C:6]2[N:11]=[CH:10][C:9]([C@@H:12]([O:15][CH3:16])[CH:13]=[O:14])=[N:8][CH:7]=2)[CH:5]=[N:4][N:3]=[N:2]1. (6) Given the reactants [C:1]([O:5][C:6]([N:8]1[C:13]2[N:14]=[CH:15][CH:16]=[CH:17][C:12]=2[C:11](=[CH2:18])[O:10][C:9]1=[O:19])=[O:7])([CH3:4])([CH3:3])[CH3:2].[N+:20]([CH2:23][CH2:24][C:25]1[CH:38]=[CH:37][C:28]([CH2:29][O:30][C:31]2[CH:36]=[CH:35][CH:34]=[CH:33][N:32]=2)=[CH:27][CH:26]=1)([O-])=O.C(OC([O:41][C:42]([CH3:45])([CH3:44])[CH3:43])=O)([O:41][C:42]([CH3:45])([CH3:44])[CH3:43])=O, predict the reaction product. The product is: [C:42]([O:41][C:9]([N:8]([C:13]1[C:12]([C:11]2[O:10][N:20]=[C:23]([CH2:24][C:25]3[CH:38]=[CH:37][C:28]([CH2:29][O:30][C:31]4[CH:36]=[CH:35][CH:34]=[CH:33][N:32]=4)=[CH:27][CH:26]=3)[CH:18]=2)=[CH:17][CH:16]=[CH:15][N:14]=1)[C:6]([O:5][C:1]([CH3:3])([CH3:4])[CH3:2])=[O:7])=[O:19])([CH3:45])([CH3:44])[CH3:43].